This data is from Catalyst prediction with 721,799 reactions and 888 catalyst types from USPTO. The task is: Predict which catalyst facilitates the given reaction. (1) Reactant: [CH3:1][C:2]1[C:3](=O)[NH:4][C:5]2[C:10]([C:11]=1[C:12]([NH:14][N:15]([C:20]1[CH:25]=[CH:24][CH:23]=[CH:22][CH:21]=1)[C:16]([O:18][CH3:19])=[O:17])=[O:13])=[CH:9][CH:8]=[CH:7][CH:6]=2.P(Br)(Br)([Br:29])=O. Product: [Br:29][C:3]1[C:2]([CH3:1])=[C:11]([C:12]([NH:14][N:15]([C:20]2[CH:25]=[CH:24][CH:23]=[CH:22][CH:21]=2)[C:16]([O:18][CH3:19])=[O:17])=[O:13])[C:10]2[C:5](=[CH:6][CH:7]=[CH:8][CH:9]=2)[N:4]=1. The catalyst class is: 11. (2) Reactant: [CH3:1][O:2][C:3]1[CH:8]=[CH:7][CH:6]=[CH:5][C:4]=1[NH:9][C:10](=O)[CH3:11].P12(SP3(SP(SP(S3)(S1)=S)(=S)S2)=S)=[S:14].C([O-])(O)=O.[Na+].C(Cl)Cl. Product: [CH3:1][O:2][C:3]1[CH:8]=[CH:7][CH:6]=[CH:5][C:4]=1[NH:9][C:10](=[S:14])[CH3:11]. The catalyst class is: 13. (3) Reactant: [Cl:1][C:2]1[CH:3]=[C:4]([C@H:8]2[CH2:13][CH2:12][S:11][N:10]([CH:14]([CH3:16])[CH3:15])[C@@H:9]2[C:17]2[CH:22]=[CH:21][C:20]([Cl:23])=[CH:19][CH:18]=2)[CH:5]=[CH:6][CH:7]=1.IC.[CH3:26][Si]([N-][Si](C)(C)C)(C)C.[Li+]. Product: [Cl:1][C:2]1[CH:3]=[C:4]([C@H:8]2[CH2:13][C@@H:12]([CH3:26])[S:11][N:10]([CH:14]([CH3:16])[CH3:15])[C@@H:9]2[C:17]2[CH:18]=[CH:19][C:20]([Cl:23])=[CH:21][CH:22]=2)[CH:5]=[CH:6][CH:7]=1. The catalyst class is: 1.